From a dataset of Experimentally validated miRNA-target interactions with 360,000+ pairs, plus equal number of negative samples. Binary Classification. Given a miRNA mature sequence and a target amino acid sequence, predict their likelihood of interaction. The miRNA is hsa-miR-3147 with sequence GGUUGGGCAGUGAGGAGGGUGUGA. The protein sequence of the target gene is MRNCKMARVASVLGLVMLSVALLILSLISYVSLKKENIFTTPKYASPGAPRMYMFHAGFRSQFALKFLDPSFVPITNSLTQELQEKPSKWKFNRTAFLHQRQEILQHVDVIKNFSLTKNSVRIGQLMHYDYSSHKYVFSISNNFRSLLPDVSPIMNKHYNICAVVGNSGILTGSQCGQEIDKSDFVFRCNFAPTEAFQRDVGRKTNLTTFNPSILEKYYNNLLTIQDRNNFFLSLKKLDGAILWIPAFFFHTSATVTRTLVDFFVEHRGQLKVQLAWPGNIMQHVNRYWKNKHLSPKRLS.... Result: 1 (interaction).